This data is from NCI-60 drug combinations with 297,098 pairs across 59 cell lines. The task is: Regression. Given two drug SMILES strings and cell line genomic features, predict the synergy score measuring deviation from expected non-interaction effect. (1) Drug 1: COC1=NC(=NC2=C1N=CN2C3C(C(C(O3)CO)O)O)N. Drug 2: C#CCC(CC1=CN=C2C(=N1)C(=NC(=N2)N)N)C3=CC=C(C=C3)C(=O)NC(CCC(=O)O)C(=O)O. Cell line: RPMI-8226. Synergy scores: CSS=80.1, Synergy_ZIP=2.24, Synergy_Bliss=0.694, Synergy_Loewe=1.06, Synergy_HSA=2.78. (2) Drug 1: CCC(=C(C1=CC=CC=C1)C2=CC=C(C=C2)OCCN(C)C)C3=CC=CC=C3.C(C(=O)O)C(CC(=O)O)(C(=O)O)O. Drug 2: C1=CC=C(C=C1)NC(=O)CCCCCCC(=O)NO. Cell line: UO-31. Synergy scores: CSS=13.5, Synergy_ZIP=-2.10, Synergy_Bliss=1.60, Synergy_Loewe=-1.31, Synergy_HSA=1.82. (3) Drug 1: CC1=C(C=C(C=C1)NC(=O)C2=CC=C(C=C2)CN3CCN(CC3)C)NC4=NC=CC(=N4)C5=CN=CC=C5. Drug 2: CN1C2=C(C=C(C=C2)N(CCCl)CCCl)N=C1CCCC(=O)O.Cl. Cell line: SR. Synergy scores: CSS=-0.403, Synergy_ZIP=-0.995, Synergy_Bliss=-3.29, Synergy_Loewe=-6.60, Synergy_HSA=-5.87.